Dataset: Reaction yield outcomes from USPTO patents with 853,638 reactions. Task: Predict the reaction yield, written as a fraction of the theoretical maximum amount of product (1.0 means a 100% yield; for example, 0.34 means a 34% yield). The yield is 0.140. The reactants are C1CN([P+](Br)(N2CCCC2)N2CCCC2)CC1.F[P-](F)(F)(F)(F)F.[CH3:25][C:26]([CH3:39])([CH3:38])[CH2:27][CH2:28][N:29]1[CH2:34][CH2:33][CH:32]([C:35]([OH:37])=O)[CH2:31][CH2:30]1.[NH2:40][CH2:41][C:42]1[CH:61]=[CH:60][C:45]([C:46]([N:48]([CH3:59])[C:49]2[CH:54]=[CH:53][C:52]([C:55]([F:58])([F:57])[F:56])=[CH:51][CH:50]=2)=[O:47])=[CH:44][C:43]=1[CH3:62].CCN(C(C)C)C(C)C. The product is [CH3:62][C:43]1[CH:44]=[C:45]([C:46](=[O:47])[N:48]([CH3:59])[C:49]2[CH:54]=[CH:53][C:52]([C:55]([F:56])([F:57])[F:58])=[CH:51][CH:50]=2)[CH:60]=[CH:61][C:42]=1[CH2:41][NH:40][C:35]([CH:32]1[CH2:31][CH2:30][N:29]([CH2:28][CH2:27][C:26]([CH3:25])([CH3:39])[CH3:38])[CH2:34][CH2:33]1)=[O:37]. The catalyst is ClCCl.